This data is from Reaction yield outcomes from USPTO patents with 853,638 reactions. The task is: Predict the reaction yield, written as a fraction of the theoretical maximum amount of product (1.0 means a 100% yield; for example, 0.34 means a 34% yield). (1) The reactants are [H-].[Na+].[CH2:3]([C:5]1[C:6](=[O:17])[NH:7][C:8]2[C:13]([C:14]=1[OH:15])=[CH:12][C:11]([F:16])=[CH:10][CH:9]=2)[CH3:4].Br[CH2:19][CH:20]1[CH2:23][CH2:22][CH2:21]1. The catalyst is CN(C)C=O. The product is [CH:20]1([CH2:19][O:15][C:14]2[C:13]3[C:8](=[CH:9][CH:10]=[C:11]([F:16])[CH:12]=3)[NH:7][C:6](=[O:17])[C:5]=2[CH2:3][CH3:4])[CH2:23][CH2:22][CH2:21]1. The yield is 0.100. (2) The reactants are [CH3:1][S:2]([C:5]1[CH:6]=[C:7]2[C:12](=[CH:13][CH:14]=1)[NH:11][C:10](=[O:15])[N:9]([CH2:16][CH:17]1[CH2:22][CH2:21][N:20](C(OC(C)(C)C)=O)[CH2:19][CH2:18]1)[CH2:8]2)(=[O:4])=[O:3].Cl.C(OCC)(=O)C.Cl[C:38]1[C:47]2[C:42](=[CH:43][C:44]([O:50][CH3:51])=[C:45]([O:48][CH3:49])[CH:46]=2)[N:41]=[CH:40][N:39]=1.C(N(C(C)C)CC)(C)C.C(=O)(O)[O-].[Na+]. The catalyst is C(OCC)(=O)C.CC(O)C.C(Cl)(Cl)Cl.CO. The product is [CH3:49][O:48][C:45]1[CH:46]=[C:47]2[C:42](=[CH:43][C:44]=1[O:50][CH3:51])[N:41]=[CH:40][N:39]=[C:38]2[N:20]1[CH2:19][CH2:18][CH:17]([CH2:16][N:9]2[CH2:8][C:7]3[C:12](=[CH:13][CH:14]=[C:5]([S:2]([CH3:1])(=[O:4])=[O:3])[CH:6]=3)[NH:11][C:10]2=[O:15])[CH2:22][CH2:21]1. The yield is 0.480. (3) The reactants are [F:1][C:2]1[CH:25]=[C:24]([N+:26]([O-:28])=[O:27])[CH:23]=[CH:22][C:3]=1[O:4][C:5]1[CH:10]=[CH:9][N:8]=[CH:7][C:6]=1[C:11]#[C:12][CH2:13][NH:14]C(=O)OC(C)(C)C.C(O)(C(F)(F)F)=O. The catalyst is C(Cl)Cl. The product is [F:1][C:2]1[CH:25]=[C:24]([N+:26]([O-:28])=[O:27])[CH:23]=[CH:22][C:3]=1[O:4][C:5]1[CH:10]=[CH:9][N:8]=[CH:7][C:6]=1[C:11]#[C:12][CH2:13][NH2:14]. The yield is 0.800. (4) The reactants are [CH3:1][C:2]1[C:12]([N+:13]([O-:15])=[O:14])=[CH:11][C:10]([N+:16]([O-:18])=[O:17])=[CH:9][C:3]=1[C:4]([O:6][CH2:7][CH3:8])=[O:5].C[C:20]([N:22]([CH3:24])[CH3:23])=O. The catalyst is CN(C=O)C. The product is [CH3:20][N:22]([CH3:24])/[CH:23]=[CH:1]/[C:2]1[C:12]([N+:13]([O-:15])=[O:14])=[CH:11][C:10]([N+:16]([O-:18])=[O:17])=[CH:9][C:3]=1[C:4]([O:6][CH2:7][CH3:8])=[O:5]. The yield is 0.480. (5) The reactants are [NH2:1][C:2]1[S:3][C:4]2[C:10]([N:11]3[CH2:16][CH2:15][O:14][CH2:13][CH2:12]3)=[CH:9][CH:8]=[C:7]([O:17][CH3:18])[C:5]=2[N:6]=1.[C:19](Cl)(Cl)=[O:20].[NH:23]1[CH2:28][CH2:27][O:26][CH2:25][CH2:24]1. No catalyst specified. The product is [CH3:18][O:17][C:7]1[C:5]2[N:6]=[C:2]([NH:1][C:19]([N:23]3[CH2:28][CH2:27][O:26][CH2:25][CH2:24]3)=[O:20])[S:3][C:4]=2[C:10]([N:11]2[CH2:16][CH2:15][O:14][CH2:13][CH2:12]2)=[CH:9][CH:8]=1. The yield is 0.250. (6) The reactants are [Br:1][C:2]1[CH:9]=[CH:8][CH:7]=[CH:6][C:3]=1[CH:4]=[O:5].[CH2:10](O)[CH2:11][CH2:12][OH:13].O.C1(C)C=CC(S(O)(=O)=O)=CC=1. The catalyst is C1C=CC=CC=1. The product is [Br:1][C:2]1[CH:9]=[CH:8][CH:7]=[CH:6][C:3]=1[CH:4]1[O:13][CH2:12][CH2:11][CH2:10][O:5]1. The yield is 1.00. (7) The reactants are [N+:1]([C:4]1[CH:14]=[CH:13][CH:12]=[C:6]2[C:7]([O:9][C:10](=[O:11])[C:5]=12)=O)([O-:3])=[O:2].[F:15][C:16]([F:26])([F:25])[O:17][C:18]1[CH:24]=[CH:23][C:21]([NH2:22])=[CH:20][CH:19]=1. The catalyst is C(O)(=O)C. The product is [F:15][C:16]([F:25])([F:26])[O:17][C:18]1[CH:19]=[CH:20][C:21]([N:22]2[C:10](=[O:11])[C:5]3=[C:4]([N+:1]([O-:3])=[O:2])[CH:14]=[CH:13][CH:12]=[C:6]3[C:7]2=[O:9])=[CH:23][CH:24]=1. The yield is 0.970. (8) The reactants are [N:1]1[C:10]2[CH2:9][CH2:8][CH2:7][CH:6]([NH2:11])[C:5]=2[N:4]=[CH:3][CH:2]=1.[O:12]=[C:13]1[C:21]2[C:16](=[CH:17][CH:18]=[CH:19][CH:20]=2)[C:15](=[O:22])[N:14]1[CH2:23][CH2:24][CH2:25][CH:26]=O.C(O[BH-](OC(=O)C)OC(=O)C)(=O)C.[Na+].C(=O)(O)[O-].[Na+]. The catalyst is C(Cl)Cl. The product is [N:1]1[C:10]2[CH2:9][CH2:8][CH2:7][CH:6]([NH:11][CH2:26][CH2:25][CH2:24][CH2:23][N:14]3[C:15](=[O:22])[C:16]4[C:21](=[CH:20][CH:19]=[CH:18][CH:17]=4)[C:13]3=[O:12])[C:5]=2[N:4]=[CH:3][CH:2]=1. The yield is 0.810. (9) The reactants are [CH3:1][C:2]1[N:7]=[CH:6][C:5]([CH2:8][C:9]2[C:10](=[O:17])[N:11]=[C:12](SC)[NH:13][CH:14]=2)=[CH:4][CH:3]=1.[Cl:18][C:19]1[CH:34]=[CH:33][C:22]([O:23][C:24]2[CH:29]=[CH:28][C:27]([CH2:30][CH2:31][NH2:32])=[CH:26][CH:25]=2)=[CH:21][C:20]=1[C:35]([F:38])([F:37])[F:36]. The catalyst is C(O)C. The product is [Cl:18][C:19]1[CH:34]=[CH:33][C:22]([O:23][C:24]2[CH:29]=[CH:28][C:27]([CH2:30][CH2:31][NH:32][C:12]3[NH:13][CH:14]=[C:9]([CH2:8][C:5]4[CH:6]=[N:7][C:2]([CH3:1])=[CH:3][CH:4]=4)[C:10](=[O:17])[N:11]=3)=[CH:26][CH:25]=2)=[CH:21][C:20]=1[C:35]([F:36])([F:37])[F:38]. The yield is 0.465. (10) The reactants are [C:1]1([CH3:32])[CH:6]=[CH:5][C:4]([S:7]([N:10]2[CH2:19][CH:18]([C:20]3[CH:25]=[CH:24][C:23]([O:26][CH3:27])=[C:22]([O:28][CH3:29])[C:21]=3[CH2:30]O)[C:17]3[C:12](=[CH:13][CH:14]=[CH:15][CH:16]=3)[CH2:11]2)(=[O:9])=[O:8])=[CH:3][CH:2]=1. The yield is 0.820. The product is [CH3:29][O:28][C:22]1[C:23]([O:26][CH3:27])=[CH:24][CH:25]=[C:20]2[C:21]=1[CH2:30][C:16]1[C:17]3[CH:18]2[CH2:19][N:10]([S:7]([C:4]2[CH:5]=[CH:6][C:1]([CH3:32])=[CH:2][CH:3]=2)(=[O:8])=[O:9])[CH2:11][C:12]=3[CH:13]=[CH:14][CH:15]=1. The catalyst is S(=O)(=O)(O)O.